From a dataset of Forward reaction prediction with 1.9M reactions from USPTO patents (1976-2016). Predict the product of the given reaction. (1) Given the reactants [CH3:1][O:2][C:3](=[O:21])[C:4]([NH:7][C:8]([C:10]1[CH:19]=[CH:18][C:17]2[CH2:16][CH2:15][CH2:14][CH2:13][C:12]=2[C:11]=1[OH:20])=[O:9])([CH3:6])[CH3:5].C(=O)([O-])[O-].[Cs+].[Cs+].Br[CH2:29][CH2:30][C:31]1[CH:36]=[CH:35][CH:34]=[CH:33][CH:32]=1.[I-].[Na+], predict the reaction product. The product is: [CH3:1][O:2][C:3](=[O:21])[C:4]([CH3:6])([NH:7][C:8]([C:10]1[CH:19]=[CH:18][C:17]2[CH2:16][CH2:15][CH2:14][CH2:13][C:12]=2[C:11]=1[O:20][CH2:29][CH2:30][C:31]1[CH:36]=[CH:35][CH:34]=[CH:33][CH:32]=1)=[O:9])[CH3:5]. (2) Given the reactants [O:1]=[C:2]1[C:10]2[CH:9]=[C:8]3[CH:11]=[CH:12][CH:13]=[CH:14][C:7]3=[CH:6][C:5]=2[C:4](=[O:15])[N:3]1[CH2:16][CH:17]([C:22]1([CH3:27])OCC[O:23]1)[C:18]([O:20][CH3:21])=[O:19].C1(C)C=CC(S([O-])(=O)=O)=CC=1.[NH+]1C=CC=CC=1, predict the reaction product. The product is: [O:1]=[C:2]1[C:10]2[CH:9]=[C:8]3[CH:11]=[CH:12][CH:13]=[CH:14][C:7]3=[CH:6][C:5]=2[C:4](=[O:15])[N:3]1[CH2:16][CH:17]([C:22](=[O:23])[CH3:27])[C:18]([O:20][CH3:21])=[O:19]. (3) The product is: [NH2:21][C:9]1[CH:8]=[CH:7][C:6]([O:5][C:4]2[CH:3]=[C:2]([F:1])[CH:26]=[C:25]([F:27])[CH:24]=2)=[CH:11][C:10]=1[CH2:12][NH:13][C:14](=[O:20])[O:15][C:16]([CH3:18])([CH3:17])[CH3:19]. Given the reactants [F:1][C:2]1[CH:3]=[C:4]([CH:24]=[C:25]([F:27])[CH:26]=1)[O:5][C:6]1[CH:7]=[CH:8][C:9]([N+:21]([O-])=O)=[C:10]([CH2:12][NH:13][C:14](=[O:20])[O:15][C:16]([CH3:19])([CH3:18])[CH3:17])[CH:11]=1.[Cl-].[NH4+].C(O)C, predict the reaction product.